This data is from Catalyst prediction with 721,799 reactions and 888 catalyst types from USPTO. The task is: Predict which catalyst facilitates the given reaction. (1) Reactant: [OH:1][CH:2]1[CH2:7][CH2:6][CH:5]([CH:8]2[CH2:13][CH2:12][CH2:11][CH2:10][CH2:9]2)[CH2:4][CH2:3]1. Product: [CH:8]1([CH:5]2[CH2:4][CH2:3][C:2](=[O:1])[CH2:7][CH2:6]2)[CH2:9][CH2:10][CH2:11][CH2:12][CH2:13]1. The catalyst class is: 21. (2) Reactant: [Cl:1][C:2]1[CH:3]=[CH:4][CH:5]=[C:6]([NH2:11])[C:7]=1[C:8]([OH:10])=[O:9].Cl[C:13](Cl)([O:15]C(=O)OC(Cl)(Cl)Cl)Cl.C(=O)([O-])O.[Na+]. Product: [Cl:1][C:2]1[C:7]2[C:8](=[O:10])[O:9][C:13](=[O:15])[NH:11][C:6]=2[CH:5]=[CH:4][CH:3]=1. The catalyst class is: 7. (3) Reactant: [OH:1][N:2]=[C:3]([C:5]1[NH:6][CH:7]=[C:8]([Cl:10])[CH:9]=1)[NH2:4].[F:11][C:12]1[N:30]=[CH:29][C:15]2[CH2:16][CH2:17][CH:18]3[CH2:25][CH2:24][CH:23]([C:26](Cl)=[O:27])[CH2:22][N:19]3[C:20](=[O:21])[C:14]=2[CH:13]=1. Product: [Cl:10][C:8]1[CH:9]=[C:5](/[C:3](=[N:2]/[O:1][C:26]([C@@H:23]2[CH2:22][N:19]3[C:20](=[O:21])[C:14]4[CH:13]=[C:12]([F:11])[N:30]=[CH:29][C:15]=4[CH2:16][CH2:17][C@@H:18]3[CH2:25][CH2:24]2)=[O:27])/[NH2:4])[NH:6][CH:7]=1. The catalyst class is: 76. (4) Reactant: [C:1]1([CH2:7][CH2:8][CH2:9][CH:10]([NH:20][C:21](=[O:32])[CH2:22][N:23](C(OC(C)(C)C)=O)[CH3:24])[CH2:11][CH2:12][CH2:13][C:14]2[CH:19]=[CH:18][CH:17]=[CH:16][CH:15]=2)[CH:6]=[CH:5][CH:4]=[CH:3][CH:2]=1.FC(F)(F)C(O)=O. Product: [C:1]1([CH2:7][CH2:8][CH2:9][CH:10]([NH:20][C:21](=[O:32])[CH2:22][NH:23][CH3:24])[CH2:11][CH2:12][CH2:13][C:14]2[CH:15]=[CH:16][CH:17]=[CH:18][CH:19]=2)[CH:2]=[CH:3][CH:4]=[CH:5][CH:6]=1. The catalyst class is: 2. (5) Reactant: C(NC(C)C)(C)C.[CH3:8][CH:9]([CH3:15])[C:10]([O:12][CH2:13][CH3:14])=[O:11].[CH3:16][C@H:17]1[C:21](=[O:22])OC(=O)[N:18]1[C:24]([O:26][CH2:27][C:28]1[CH:33]=[CH:32][CH:31]=[CH:30][CH:29]=1)=[O:25].C(O)(=O)C. Product: [CH2:27]([O:26][C:24]([NH:18][C@@H:17]([CH3:16])[C:21](=[O:22])[C:9]([CH3:15])([CH3:8])[C:10]([O:12][CH2:13][CH3:14])=[O:11])=[O:25])[C:28]1[CH:29]=[CH:30][CH:31]=[CH:32][CH:33]=1. The catalyst class is: 20. (6) Reactant: [ClH:1].C(OCC)C.[C:7]([O:11][NH:12][C:13]1[N:18]=[C:17]([NH:19][CH2:20][CH2:21][CH3:22])[N:16]=[C:15]([NH:23][CH2:24][C:25]#[CH:26])[N:14]=1)([CH3:10])([CH3:9])[CH3:8]. Product: [ClH:1].[C:7]([O:11][NH:12][C:13]1[N:18]=[C:17]([NH:19][CH2:20][CH2:21][CH3:22])[N:16]=[C:15]([NH:23][CH2:24][C:25]#[CH:26])[N:14]=1)([CH3:8])([CH3:10])[CH3:9]. The catalyst class is: 27. (7) Reactant: Cl.[OH:2][C@@H:3]([C@H:5]1[C:47](=[O:48])[N:7]2[C:8]([C:34]([O:36]CC3C=CC([N+]([O-])=O)=CC=3)=[O:35])=[C:9]([S:12][C@@H:13]3[CH2:17][N:16]([CH3:18])[C@H:15]([C:19]([N:21]4[CH2:25][CH2:24][C@H:23]([NH:26][C:27](=[O:33])[CH2:28][NH:29][C:30]([NH2:32])=[NH:31])[CH2:22]4)=[O:20])[CH2:14]3)[C@H:10]([CH3:11])[C@H:6]12)[CH3:4].C(=O)([O-])O.[Na+]. Product: [OH:2][C@@H:3]([C@H:5]1[C:47](=[O:48])[N:7]2[C:8]([C:34]([OH:36])=[O:35])=[C:9]([S:12][C@@H:13]3[CH2:17][N:16]([CH3:18])[C@H:15]([C:19]([N:21]4[CH2:25][CH2:24][C@H:23]([NH:26][C:27](=[O:33])[CH2:28][NH:29][C:30]([NH2:32])=[NH:31])[CH2:22]4)=[O:20])[CH2:14]3)[C@H:10]([CH3:11])[C@H:6]12)[CH3:4]. The catalyst class is: 6. (8) Reactant: [CH2:1]([O:8][C:9]1[CH:30]=[CH:29][C:12]([CH2:13][N:14]2[CH:22]=[N:21][C:20]3[C:15]2=[N:16][C:17]([O:24][CH2:25][CH2:26][CH2:27][CH3:28])=[N:18][C:19]=3[NH2:23])=[CH:11][CH:10]=1)[C:2]1[CH:7]=[CH:6][CH:5]=[CH:4][CH:3]=1.C([O-])(=O)C.[Na+].[Br:36]Br.C(=O)([O-])O.[Na+].S([O-])([O-])(=O)=S.[Na+].[Na+]. Product: [CH2:1]([O:8][C:9]1[CH:10]=[CH:11][C:12]([CH2:13][N:14]2[C:22]([Br:36])=[N:21][C:20]3[C:15]2=[N:16][C:17]([O:24][CH2:25][CH2:26][CH2:27][CH3:28])=[N:18][C:19]=3[NH2:23])=[CH:29][CH:30]=1)[C:2]1[CH:3]=[CH:4][CH:5]=[CH:6][CH:7]=1. The catalyst class is: 22. (9) Reactant: [NH:1]1[CH:5]=[CH:4][N:3]=[C:2]1[C:6]1[CH:7]=[CH:8][C:9]([CH3:13])=[C:10]([CH:12]=1)[NH2:11].[O:14]([C:21]1[CH:29]=[CH:28][C:24]([C:25](Cl)=[O:26])=[CH:23][N:22]=1)[C:15]1[CH:20]=[CH:19][CH:18]=[CH:17][CH:16]=1. Product: [NH:1]1[CH:5]=[CH:4][N:3]=[C:2]1[C:6]1[CH:7]=[CH:8][C:9]([CH3:13])=[C:10]([NH:11][C:25]([C:24]2[CH:23]=[N:22][C:21]([O:14][C:15]3[CH:16]=[CH:17][CH:18]=[CH:19][CH:20]=3)=[CH:29][CH:28]=2)=[O:26])[CH:12]=1. The catalyst class is: 17. (10) Reactant: [Cl:1][C:2]1[C:7]([N+:8]([O-:10])=[O:9])=[C:6](Cl)[CH:5]=[C:4]([CH3:12])[N:3]=1.Cl.[CH2:14]([O:16][C:17](=[O:27])[CH2:18][C@@H:19]([NH2:26])[C:20]1[CH:25]=[CH:24][CH:23]=[CH:22][CH:21]=1)[CH3:15].CCN(C(C)C)C(C)C. Product: [CH2:14]([O:16][C:17](=[O:27])[CH2:18][C@@H:19]([NH:26][C:6]1[CH:5]=[C:4]([CH3:12])[N:3]=[C:2]([Cl:1])[C:7]=1[N+:8]([O-:10])=[O:9])[C:20]1[CH:21]=[CH:22][CH:23]=[CH:24][CH:25]=1)[CH3:15]. The catalyst class is: 566.